Dataset: Catalyst prediction with 721,799 reactions and 888 catalyst types from USPTO. Task: Predict which catalyst facilitates the given reaction. Reactant: [CH3:1][O:2][C:3]1[CH:8]=[CH:7][C:6]([S:9]([N:12]([CH2:24][C:25]2[CH:26]=[N:27][CH:28]=[CH:29][CH:30]=2)[C@H:13]([CH2:21][CH2:22][F:23])[C:14]([O:16]C(C)(C)C)=[O:15])(=[O:11])=[O:10])=[CH:5][CH:4]=1.FC(F)(F)C(O)=O. Product: [CH3:1][O:2][C:3]1[CH:4]=[CH:5][C:6]([S:9]([N:12]([CH2:24][C:25]2[CH:26]=[N:27][CH:28]=[CH:29][CH:30]=2)[C@H:13]([CH2:21][CH2:22][F:23])[C:14]([OH:16])=[O:15])(=[O:11])=[O:10])=[CH:7][CH:8]=1. The catalyst class is: 4.